This data is from Catalyst prediction with 721,799 reactions and 888 catalyst types from USPTO. The task is: Predict which catalyst facilitates the given reaction. (1) Reactant: [Br-:1].[Br-].[Br-].C([N+](C)(C)C)C1C=CC=CC=1.C([N+](C)(C)C)C1C=CC=CC=1.C([N+](C)(C)C)C1C=CC=CC=1.[CH3:37][C:38]([C:40]1[CH:45]=[C:44]([Br:46])[C:43]([OH:47])=[C:42]([Br:48])[CH:41]=1)=[O:39].O. Product: [Br:1][CH2:37][C:38]([C:40]1[CH:41]=[C:42]([Br:48])[C:43]([OH:47])=[C:44]([Br:46])[CH:45]=1)=[O:39]. The catalyst class is: 61. (2) Reactant: [Cl:1][C:2]1[CH:7]=[CH:6][C:5]([C:8]2[C:13]([CH:14]([OH:19])[C:15]([O:17][CH3:18])=[O:16])=[C:12]([CH3:20])[N:11]=[C:10]3[NH:21][C:22]([CH3:25])=[C:23]([CH3:24])[C:9]=23)=[CH:4][CH:3]=1.Cl(O)(=O)(=O)=O.C(O[C:35]([CH3:38])([CH3:37])[CH3:36])(=O)C.C(=O)([O-])[O-].[K+].[K+]. Product: [C:35]([O:19][CH:14]([C:13]1[C:8]([C:5]2[CH:6]=[CH:7][C:2]([Cl:1])=[CH:3][CH:4]=2)=[C:9]2[C:23]([CH3:24])=[C:22]([CH3:25])[NH:21][C:10]2=[N:11][C:12]=1[CH3:20])[C:15]([O:17][CH3:18])=[O:16])([CH3:38])([CH3:37])[CH3:36]. The catalyst class is: 96. (3) Reactant: Br[CH2:2][C:3]1[CH:8]=[CH:7][C:6]([C:9]2[CH:13]=[C:12]([C:14]([NH2:16])=[O:15])[O:11][N:10]=2)=[CH:5][CH:4]=1.[OH:17][C:18]1[C:19]([CH3:24])=[N:20][CH:21]=[CH:22][CH:23]=1.C([O-])([O-])=O.[K+].[K+]. Product: [CH3:24][C:19]1[C:18]([O:17][CH2:2][C:3]2[CH:8]=[CH:7][C:6]([C:9]3[CH:13]=[C:12]([C:14]([NH2:16])=[O:15])[O:11][N:10]=3)=[CH:5][CH:4]=2)=[CH:23][CH:22]=[CH:21][N:20]=1. The catalyst class is: 23. (4) Reactant: [C:1]1(B(O)O)[CH:6]=[CH:5][CH:4]=[CH:3][CH:2]=1.C(=O)([O-])[O-].[Na+].[Na+].Br[C:17]1[CH:18]=[CH:19][C:20]([CH:25]=[O:26])=[N:21][C:22]=1[O:23][CH3:24].O. Product: [CH3:24][O:23][C:22]1[N:21]=[C:20]([CH:25]=[O:26])[CH:19]=[CH:18][C:17]=1[C:1]1[CH:6]=[CH:5][CH:4]=[CH:3][CH:2]=1. The catalyst class is: 57.